Dataset: Reaction yield outcomes from USPTO patents with 853,638 reactions. Task: Predict the reaction yield, written as a fraction of the theoretical maximum amount of product (1.0 means a 100% yield; for example, 0.34 means a 34% yield). The reactants are C(OC[N:9]1[C:13]2[N:14]=[N:15][CH:16]=[C:17]([C:18]3[CH:19]=[N:20][N:21]([C@@H:23]([C:27]4[CH:32]=[CH:31][CH:30]=[CH:29][CH:28]=4)[CH2:24][C:25]#[N:26])[CH:22]=3)[C:12]=2[CH:11]=[CH:10]1)(=O)C(C)(C)C.[OH-].[Na+]. The catalyst is CO. The product is [N:14]1[C:13]2[NH:9][CH:10]=[CH:11][C:12]=2[C:17]([C:18]2[CH:19]=[N:20][N:21]([C@@H:23]([C:27]3[CH:32]=[CH:31][CH:30]=[CH:29][CH:28]=3)[CH2:24][C:25]#[N:26])[CH:22]=2)=[CH:16][N:15]=1. The yield is 0.190.